From a dataset of Full USPTO retrosynthesis dataset with 1.9M reactions from patents (1976-2016). Predict the reactants needed to synthesize the given product. (1) Given the product [C:9]([O:11][CH2:12][C:13]1[CH2:22][S:21][C@@H:16]2[N:15]([C:18](=[O:19])[C@H:17]2[NH:20][C:5](=[O:7])[CH2:4][N:1]=[N+:2]=[N-:3])[C:14]=1[C:23]([OH:25])=[O:24])(=[O:10])[CH3:8], predict the reactants needed to synthesize it. The reactants are: [N:1]([CH2:4][C:5]([OH:7])=O)=[N+:2]=[N-:3].[CH3:8][C:9]([O:11][CH2:12][C:13]1[CH2:22][S:21][C@@H:16]2[C@H:17]([NH2:20])[C:18](=[O:19])[N:15]2[C:14]=1[C:23]([OH:25])=[O:24])=[O:10].CN(C(ON1N=NC2C=CC=NC1=2)=[N+](C)C)C.F[P-](F)(F)(F)(F)F.C1N=CN(C(N2C=NC=C2)=O)C=1.CN1CCOCC1. (2) Given the product [CH3:9][O:10][C:11]1[CH:12]=[CH:13][C:14]([CH2:15][O:16][CH2:17][CH2:18][C:19](=[O:20])[CH2:1][C:2]#[N:3])=[CH:24][CH:25]=1, predict the reactants needed to synthesize it. The reactants are: [CH3:1][C:2]#[N:3].[Li]CCCC.[CH3:9][O:10][C:11]1[CH:25]=[CH:24][C:14]([CH2:15][O:16][CH2:17][CH2:18][C:19](OCC)=[O:20])=[CH:13][CH:12]=1. (3) The reactants are: Br[C:2]1[CH:7]=[CH:6][C:5]([C:8]([N:10]2[CH2:15][CH2:14][N:13]([C:16]3[C:21]([CH3:22])=[CH:20][C:19]([CH3:23])=[CH:18][N:17]=3)[CH2:12][CH2:11]2)=[O:9])=[C:4]([S:24]([CH3:27])(=[O:26])=[O:25])[CH:3]=1.[S:28]1(=[O:35])(=[O:34])[CH2:33][CH2:32][CH2:31][CH2:30][NH:29]1. Given the product [CH3:22][C:21]1[C:16]([N:13]2[CH2:14][CH2:15][N:10]([C:8]([C:5]3[CH:6]=[CH:7][C:2]([N:29]4[CH2:30][CH2:31][CH2:32][CH2:33][S:28]4(=[O:35])=[O:34])=[CH:3][C:4]=3[S:24]([CH3:27])(=[O:26])=[O:25])=[O:9])[CH2:11][CH2:12]2)=[N:17][CH:18]=[C:19]([CH3:23])[CH:20]=1, predict the reactants needed to synthesize it. (4) Given the product [CH3:24][N:25]([CH2:1][C:3]1[CH:4]=[C:5]([CH:8]=[CH:9][C:10]=1[N:11]1[C:15]2=[N:16][CH:17]=[CH:18][C:19]([I:20])=[C:14]2[C:13]([CH:21]([CH3:23])[CH3:22])=[N:12]1)[C:6]#[N:7])[CH3:26], predict the reactants needed to synthesize it. The reactants are: [CH:1]([C:3]1[CH:4]=[C:5]([CH:8]=[CH:9][C:10]=1[N:11]1[C:15]2=[N:16][CH:17]=[CH:18][C:19]([I:20])=[C:14]2[C:13]([CH:21]([CH3:23])[CH3:22])=[N:12]1)[C:6]#[N:7])=O.[CH3:24][NH:25][CH3:26]. (5) Given the product [ClH:1].[CH3:23][NH:22][CH2:21][C:20]1[S:31][CH:2]=[C:3]([C:5]2[CH:18]=[CH:17][C:16]3[S:15][C:14]4[C:9](=[CH:10][CH:11]=[CH:12][CH:13]=4)[NH:8][C:7]=3[CH:6]=2)[N:19]=1, predict the reactants needed to synthesize it. The reactants are: [Cl:1][CH2:2][C:3]([C:5]1[CH:18]=[CH:17][C:16]2[S:15][C:14]3[C:9](=[CH:10][CH:11]=[CH:12][CH:13]=3)[NH:8][C:7]=2[CH:6]=1)=O.[NH2:19][C:20](=[S:31])[CH2:21][N:22](C)[C:23](=O)OC(C)(C)C. (6) The reactants are: Cl.[O:2]1[C:6]2[CH:7]=[CH:8][CH:9]=[C:10]([CH:11]3[CH2:16][CH2:15][N:14]([CH2:17][CH2:18][C@H:19]4[CH2:24][CH2:23][C@H:22]([NH2:25])[CH2:21][CH2:20]4)[CH2:13][CH2:12]3)[C:5]=2[O:4][CH2:3]1.[CH3:26][N:27]1[CH:31]=[C:30]([S:32](Cl)(=[O:34])=[O:33])[N:29]=[CH:28]1. Given the product [O:2]1[C:6]2[CH:7]=[CH:8][CH:9]=[C:10]([CH:11]3[CH2:16][CH2:15][N:14]([CH2:17][CH2:18][C@H:19]4[CH2:20][CH2:21][C@H:22]([NH:25][S:32]([C:30]5[N:29]=[CH:28][N:27]([CH3:26])[CH:31]=5)(=[O:34])=[O:33])[CH2:23][CH2:24]4)[CH2:13][CH2:12]3)[C:5]=2[O:4][CH2:3]1, predict the reactants needed to synthesize it. (7) Given the product [F:1][C:2]1[CH:3]=[C:4]([CH2:12][C:13]([NH:15][C:16]2[C:25]([CH3:26])=[CH:24][CH:23]=[C:22]3[C:17]=2[CH2:18][CH2:19][N:20]([C@H:28]([CH3:31])[CH2:29][OH:30])[C:21]3=[O:27])=[O:14])[CH:5]=[CH:6][C:7]=1[C:8]([F:11])([F:9])[F:10], predict the reactants needed to synthesize it. The reactants are: [F:1][C:2]1[CH:3]=[C:4]([CH2:12][C:13]([NH:15][C:16]2[C:25]([CH3:26])=[CH:24][CH:23]=[C:22]3[C:17]=2[CH:18]=[CH:19][N:20]([C@H:28]([CH3:31])[CH2:29][OH:30])[C:21]3=[O:27])=[O:14])[CH:5]=[CH:6][C:7]=1[C:8]([F:11])([F:10])[F:9].C(O)C.